Dataset: Forward reaction prediction with 1.9M reactions from USPTO patents (1976-2016). Task: Predict the product of the given reaction. (1) Given the reactants [O:1]1[C:5]2[CH:6]=[CH:7][C:8]([NH:10][C:11]3[N:16]=[C:15](Cl)[N:14]=[C:13]4[N:18]([CH3:21])[N:19]=[CH:20][C:12]=34)=[CH:9][C:4]=2[O:3][CH2:2]1.[NH:22]1[C:30]2[C:25](=[CH:26][CH:27]=[CH:28][CH:29]=2)[C:24](B2OC(C)(C)C(C)(C)O2)=[N:23]1, predict the reaction product. The product is: [O:1]1[C:5]2[CH:6]=[CH:7][C:8]([NH:10][C:11]3[N:16]=[C:15]([C:26]4[CH:27]=[CH:28][CH:29]=[C:30]5[C:25]=4[CH:24]=[N:23][NH:22]5)[N:14]=[C:13]4[N:18]([CH3:21])[N:19]=[CH:20][C:12]=34)=[CH:9][C:4]=2[O:3][CH2:2]1. (2) Given the reactants [CH3:1][O:2][C:3]1[CH:21]=[CH:20][C:6]([CH2:7][NH:8][C@@H:9]([C:14]2[CH:19]=[CH:18][CH:17]=[CH:16][CH:15]=2)[C:10]([O:12][CH3:13])=[O:11])=[CH:5][CH:4]=1.[CH3:22][O:23][C:24]1[CH:31]=[CH:30][C:27]([CH:28]=O)=[CH:26][CH:25]=1.CC(O)=O.C(O[BH-](OC(=O)C)OC(=O)C)(=O)C.[Na+], predict the reaction product. The product is: [CH3:1][O:2][C:3]1[CH:4]=[CH:5][C:6]([CH2:7][N:8]([CH2:28][C:27]2[CH:30]=[CH:31][C:24]([O:23][CH3:22])=[CH:25][CH:26]=2)[C@@H:9]([C:14]2[CH:15]=[CH:16][CH:17]=[CH:18][CH:19]=2)[C:10]([O:12][CH3:13])=[O:11])=[CH:20][CH:21]=1. (3) Given the reactants Cl[CH:2]([CH2:5][C:6]1[CH:16]=[CH:15][C:9]2[N:10]=[C:11]([S:13][CH3:14])[S:12][C:8]=2[CH:7]=1)[CH:3]=O.[NH2:17][C:18]1[N:23]=[N:22][C:21]([C:24]#[N:25])=[CH:20][CH:19]=1.O, predict the reaction product. The product is: [CH3:14][S:13][C:11]1[S:12][C:8]2[CH:7]=[C:6]([CH2:5][C:2]3[N:23]4[N:22]=[C:21]([C:24]#[N:25])[CH:20]=[CH:19][C:18]4=[N:17][CH:3]=3)[CH:16]=[CH:15][C:9]=2[N:10]=1. (4) Given the reactants [F:1][C:2]([F:30])([F:29])[C:3]1[N:4]=[C:5]([C:16]2[CH:17]=[CH:18][C:19]([C:22]3[CH:27]=[CH:26][C:25]([OH:28])=[CH:24][CH:23]=3)=[N:20][CH:21]=2)[N:6]([CH2:8][O:9][CH2:10][CH2:11][Si:12]([CH3:15])([CH3:14])[CH3:13])[CH:7]=1.[H-].[Na+].[CH2:33]([C:35]([CH2:42]OS(C1C=CC(C)=CC=1)(=O)=O)([CH2:40][CH3:41])[C:36]([O:38][CH3:39])=[O:37])[CH3:34].[Cl-].[NH4+], predict the reaction product. The product is: [CH2:33]([C:35]([CH2:42][O:28][C:25]1[CH:24]=[CH:23][C:22]([C:19]2[CH:18]=[CH:17][C:16]([C:5]3[N:6]([CH2:8][O:9][CH2:10][CH2:11][Si:12]([CH3:15])([CH3:13])[CH3:14])[CH:7]=[C:3]([C:2]([F:1])([F:29])[F:30])[N:4]=3)=[CH:21][N:20]=2)=[CH:27][CH:26]=1)([CH2:40][CH3:41])[C:36]([O:38][CH3:39])=[O:37])[CH3:34]. (5) The product is: [Cl:1][C:2]1[CH:3]=[C:4](/[C:12](=[N:16]\[O:17][CH2:18][CH:19]([CH3:21])[CH3:20])/[C:13]([NH:28][C:25]2[CH:26]=[CH:27][N:23]([CH3:22])[N:24]=2)=[O:15])[CH:5]=[CH:6][C:7]=1[S:8]([CH3:11])(=[O:9])=[O:10]. Given the reactants [Cl:1][C:2]1[CH:3]=[C:4](/[C:12](=[N:16]\[O:17][CH2:18][CH:19]([CH3:21])[CH3:20])/[C:13]([OH:15])=O)[CH:5]=[CH:6][C:7]=1[S:8]([CH3:11])(=[O:10])=[O:9].[CH3:22][N:23]1[CH:27]=[CH:26][C:25]([NH2:28])=[N:24]1.C(N(CC)C(C)C)(C)C, predict the reaction product. (6) Given the reactants [CH:1]1([C:5]2[C:13]([C:14]3[NH:18][C:17]([O:19][CH2:20][CH3:21])=[N:16][N:15]=3)=[CH:12][C:8]([C:9](N)=[O:10])=[C:7]([CH3:22])[CH:6]=2)[CH2:4][CH2:3][CH2:2]1.N([O-])=[O:24].[Na+], predict the reaction product. The product is: [CH:1]1([C:5]2[C:13]([C:14]3[NH:18][C:17]([O:19][CH2:20][CH3:21])=[N:16][N:15]=3)=[CH:12][C:8]([C:9]([OH:24])=[O:10])=[C:7]([CH3:22])[CH:6]=2)[CH2:4][CH2:3][CH2:2]1.